This data is from Full USPTO retrosynthesis dataset with 1.9M reactions from patents (1976-2016). The task is: Predict the reactants needed to synthesize the given product. (1) The reactants are: Cl[C:2]1[C:7]([CH:8]=O)=[CH:6][CH:5]=[CH:4][N:3]=1.O.[NH2:11][NH2:12]. Given the product [NH:11]1[C:2]2=[N:3][CH:4]=[CH:5][CH:6]=[C:7]2[CH:8]=[N:12]1, predict the reactants needed to synthesize it. (2) Given the product [Br:1][C:2]1[CH:3]=[C:4]2[C:9](=[CH:10][C:11]=1[NH2:12])[N:8]=[CH:7][N:6]=[C:5]2[NH:34][C:33]1[CH:35]=[CH:36][C:37]([F:38])=[C:31]([Cl:30])[CH:32]=1, predict the reactants needed to synthesize it. The reactants are: [Br:1][C:2]1[CH:3]=[C:4]2[C:9](=[CH:10][C:11]=1[N+:12]([O-])=O)[N:8]=[CH:7][NH:6][C:5]2=O.P(Cl)(Cl)(Cl)=O.C(N(C(C)C)CC)(C)C.[Cl:30][C:31]1[CH:32]=[C:33]([CH:35]=[CH:36][C:37]=1[F:38])[NH2:34].Cl.[OH-].[Na+]. (3) Given the product [CH2:9]([O:16][C:17]1[CH:18]=[C:19]([C:5]2[N:6]=[CH:7][C:2]([NH2:1])=[N:3][CH:4]=2)[CH:20]=[CH:21][C:22]=1[C:23]([CH3:26])([CH3:25])[CH3:24])[C:10]1[CH:11]=[CH:12][CH:13]=[CH:14][CH:15]=1, predict the reactants needed to synthesize it. The reactants are: [NH2:1][C:2]1[CH:7]=[N:6][C:5](Br)=[CH:4][N:3]=1.[CH2:9]([O:16][C:17]1[CH:18]=[C:19](B2OC(C)(C)C(C)(C)O2)[CH:20]=[CH:21][C:22]=1[C:23]([CH3:26])([CH3:25])[CH3:24])[C:10]1[CH:15]=[CH:14][CH:13]=[CH:12][CH:11]=1.C(Cl)Cl. (4) Given the product [CH3:16][C:10]1[C:11]([CH3:15])=[CH:12][CH:13]=[CH:14][C:9]=1[N:6]1[CH2:5][CH2:4][NH:3][CH:2]([CH3:1])[CH2:7]1, predict the reactants needed to synthesize it. The reactants are: [CH3:1][CH:2]1[CH2:7][NH:6][CH2:5][CH2:4][NH:3]1.Br[C:9]1[CH:14]=[CH:13][CH:12]=[C:11]([CH3:15])[C:10]=1[CH3:16].C1C=CC(P(C2C(C3C(P(C4C=CC=CC=4)C4C=CC=CC=4)=CC=C4C=3C=CC=C4)=C3C(C=CC=C3)=CC=2)C2C=CC=CC=2)=CC=1.CC(C)([O-])C.[Na+].